From a dataset of Catalyst prediction with 721,799 reactions and 888 catalyst types from USPTO. Predict which catalyst facilitates the given reaction. Reactant: [NH2:1][C@@H:2]([CH3:19])[CH2:3][N:4]1[CH:8]=[CH:7][C:6]([C:9]2[CH:16]=[CH:15][C:12]([C:13]#[N:14])=[C:11]([Cl:17])[C:10]=2[F:18])=[N:5]1.[N:20]1[C:21]([C:29](O)=[O:30])=[CH:22][N:23]2[CH:28]=[CH:27][CH:26]=[N:25][C:24]=12.C1C=CC2N(O)N=NC=2C=1.CCN(C(C)C)C(C)C.CCN=C=NCCCN(C)C. Product: [Cl:17][C:11]1[C:10]([F:18])=[C:9]([C:6]2[CH:7]=[CH:8][N:4]([CH2:3][C@@H:2]([NH:1][C:29]([C:21]3[N:20]=[C:24]4[N:25]=[CH:26][CH:27]=[CH:28][N:23]4[CH:22]=3)=[O:30])[CH3:19])[N:5]=2)[CH:16]=[CH:15][C:12]=1[C:13]#[N:14]. The catalyst class is: 3.